Dataset: Full USPTO retrosynthesis dataset with 1.9M reactions from patents (1976-2016). Task: Predict the reactants needed to synthesize the given product. (1) Given the product [NH2:1][C:2]1[C:7]([C:8](=[O:9])[C:10]2[CH:15]=[C:14]([O:16][CH3:17])[CH:13]=[CH:12][C:11]=2[O:18][CH3:19])=[CH:6][N:5]=[C:4]([NH:24][CH:25]2[CH2:30][CH2:29][N:28]([C:31](=[O:33])[CH3:32])[CH2:27][CH2:26]2)[N:3]=1, predict the reactants needed to synthesize it. The reactants are: [NH2:1][C:2]1[C:7]([C:8]([C:10]2[CH:15]=[C:14]([O:16][CH3:17])[CH:13]=[CH:12][C:11]=2[O:18][CH3:19])=[O:9])=[CH:6][N:5]=[C:4](S(CC)=O)[N:3]=1.[NH2:24][CH:25]1[CH2:30][CH2:29][N:28]([C:31](=[O:33])[CH3:32])[CH2:27][CH2:26]1. (2) Given the product [NH2:2][C:1](=[N:24][OH:25])[C:3]1[CH:4]=[C:5]([CH:20]=[C:21]([F:23])[CH:22]=1)[CH2:6][NH:7][CH:8]([CH2:16][CH:17]([CH3:18])[CH3:19])[C:9]([O:11][CH2:12][CH3:13])=[O:10], predict the reactants needed to synthesize it. The reactants are: [C:1]([C:3]1[CH:4]=[C:5]([CH:20]=[C:21]([F:23])[CH:22]=1)[CH2:6][NH:7][CH:8]([CH2:16][CH:17]([CH3:19])[CH3:18])[C:9]([O:11][C:12](C)(C)[CH3:13])=[O:10])#[N:2].[NH2:24][OH:25]. (3) Given the product [C:1]([C:3]1[CH:8]=[CH:7][C:6]([C:9]2[C:10](=[O:23])[N:11]([CH2:19][C:20]([Cl:27])=[O:21])[C:12]3([CH2:18][CH2:17][CH2:16][CH2:15][CH2:14]3)[N:13]=2)=[CH:5][CH:4]=1)#[N:2], predict the reactants needed to synthesize it. The reactants are: [C:1]([C:3]1[CH:8]=[CH:7][C:6]([C:9]2[C:10](=[O:23])[N:11]([CH2:19][C:20](O)=[O:21])[C:12]3([CH2:18][CH2:17][CH2:16][CH2:15][CH2:14]3)[N:13]=2)=[CH:5][CH:4]=1)#[N:2].C(Cl)(=O)C([Cl:27])=O. (4) Given the product [Br:34][C:29]1[CH:30]=[CH:31][CH:32]=[CH:33][C:28]=1[S:25]([NH:24][C:18]1([C:16]([NH:15][CH:8]2[CH:7]3[CH2:6][C:5]4([C:3]([OH:4])=[O:2])[CH2:12][CH:11]([CH2:10][CH:9]2[CH2:14]4)[CH2:13]3)=[O:17])[CH2:19][CH2:20][CH2:21][CH2:22][CH2:23]1)(=[O:27])=[O:26], predict the reactants needed to synthesize it. The reactants are: C[O:2][C:3]([C:5]12[CH2:14][CH:9]3[CH2:10][CH:11]([CH2:13][CH:7]([CH:8]3[NH:15][C:16]([C:18]3([NH:24][S:25]([C:28]4[CH:33]=[CH:32][CH:31]=[CH:30][C:29]=4[Br:34])(=[O:27])=[O:26])[CH2:23][CH2:22][CH2:21][CH2:20][CH2:19]3)=[O:17])[CH2:6]1)[CH2:12]2)=[O:4].O1CCCC1.CO.[OH-].[Li+]. (5) Given the product [Cl:13][C:14]1[CH:19]=[C:18]([NH:20][C:2]2[N:3]=[CH:4][CH:5]=[C:6]3[C:11]=2[N:10]=[C:9]([CH3:12])[CH:8]=[CH:7]3)[CH:17]=[CH:16][N:15]=1, predict the reactants needed to synthesize it. The reactants are: Cl[C:2]1[N:3]=[CH:4][CH:5]=[C:6]2[C:11]=1[N:10]=[C:9]([CH3:12])[CH:8]=[CH:7]2.[Cl:13][C:14]1[CH:19]=[C:18]([NH2:20])[CH:17]=[CH:16][N:15]=1. (6) Given the product [F:35][C:36]([F:41])([F:40])[C:37]([O-:39])=[O:38].[C:7]([CH2:9][N+:10]12[CH2:17][CH2:16][CH:13]([CH2:14][CH2:15]1)[C@@H:12]([O:18][C:19](=[O:34])[C:20]([OH:33])([C:21]1[CH:22]=[CH:23][CH:24]=[CH:25][CH:26]=1)[C:27]1[CH:28]=[CH:29][CH:30]=[CH:31][CH:32]=1)[CH2:11]2)([OH:8])=[O:6], predict the reactants needed to synthesize it. The reactants are: [Br-].C([O:6][C:7]([CH2:9][N+:10]12[CH2:17][CH2:16][CH:13]([CH2:14][CH2:15]1)[C@@H:12]([O:18][C:19](=[O:34])[C:20]([OH:33])([C:27]1[CH:32]=[CH:31][CH:30]=[CH:29][CH:28]=1)[C:21]1[CH:26]=[CH:25][CH:24]=[CH:23][CH:22]=1)[CH2:11]2)=[O:8])(C)(C)C.[F:35][C:36]([F:41])([F:40])[C:37]([OH:39])=[O:38]. (7) Given the product [O:31]=[S:2]1(=[O:1])[C:7]2[CH:8]=[CH:9][CH:10]=[CH:11][C:6]=2[NH:5][C:4]([C:12]2[C:13](=[O:30])[N:14]([NH:23][CH:24]3[CH2:28][CH2:27][CH:26]([CH3:29])[CH2:25]3)[C:15]3[C:20]([C:21]=2[OH:22])=[CH:19][CH:18]=[CH:17][CH:16]=3)=[N:3]1, predict the reactants needed to synthesize it. The reactants are: [O:1]=[S:2]1(=[O:31])[C:7]2[CH:8]=[CH:9][CH:10]=[CH:11][C:6]=2[NH:5][C:4]([C:12]2[C:13](=[O:30])[N:14]([N:23]=[C:24]3[CH2:28][CH2:27][CH:26]([CH3:29])[CH2:25]3)[C:15]3[C:20]([C:21]=2[OH:22])=[CH:19][CH:18]=[CH:17][CH:16]=3)=[N:3]1.CO.[BH4-].[Li+].Cl.